From a dataset of Peptide-MHC class I binding affinity with 185,985 pairs from IEDB/IMGT. Regression. Given a peptide amino acid sequence and an MHC pseudo amino acid sequence, predict their binding affinity value. This is MHC class I binding data. (1) The peptide sequence is VGNVYVKF. The MHC is HLA-B15:01 with pseudo-sequence HLA-B15:01. The binding affinity (normalized) is 0.486. (2) The peptide sequence is TPIAYRNVL. The MHC is HLA-B54:01 with pseudo-sequence HLA-B54:01. The binding affinity (normalized) is 0.354. (3) The peptide sequence is RTWFYRTEF. The MHC is HLA-C07:01 with pseudo-sequence HLA-C07:01. The binding affinity (normalized) is 0.0847. (4) The peptide sequence is RLYNSLKRFT. The MHC is HLA-A02:06 with pseudo-sequence HLA-A02:06. The binding affinity (normalized) is 0.178.